This data is from Forward reaction prediction with 1.9M reactions from USPTO patents (1976-2016). The task is: Predict the product of the given reaction. (1) The product is: [CH:24]([C:22]1[C:21]([O:27][CH2:28][O:29][CH3:30])=[CH:20][C:19]([O:31][CH2:32][O:33][CH3:34])=[C:18]([C:17]2[N:13]([C:10]3[CH:11]=[CH:12][C:7]([N:1]4[CH2:6][CH2:5][O:4][CH2:3][CH2:2]4)=[CH:8][CH:9]=3)[C:14](=[S:36])[NH:15][N:16]=2)[CH:23]=1)([CH3:26])[CH3:25]. Given the reactants [N:1]1([C:7]2[CH:12]=[CH:11][C:10]([NH:13][C:14](=[S:36])[NH:15][NH:16][C:17](=O)[C:18]3[CH:23]=[C:22]([CH:24]([CH3:26])[CH3:25])[C:21]([O:27][CH2:28][O:29][CH3:30])=[CH:20][C:19]=3[O:31][CH2:32][O:33][CH3:34])=[CH:9][CH:8]=2)[CH2:6][CH2:5][O:4][CH2:3][CH2:2]1.[OH-].[Na+], predict the reaction product. (2) The product is: [F:1][C:2]([F:11])([F:12])[C:3]1[CH:4]=[C:5]([CH:6]([OH:7])[CH:13]=[CH2:14])[CH:8]=[CH:9][CH:10]=1. Given the reactants [F:1][C:2]([F:12])([F:11])[C:3]1[CH:4]=[C:5]([CH:8]=[CH:9][CH:10]=1)[CH:6]=[O:7].[CH:13]([Mg]Br)=[CH2:14], predict the reaction product. (3) Given the reactants [OH:1][CH2:2][CH2:3][CH2:4][C:5]1[N:6]=[C:7]([C:26]2[CH:31]=[CH:30][C:29]([C:32]([F:35])([F:34])[F:33])=[CH:28][CH:27]=2)[S:8][C:9]=1[CH2:10][O:11][C:12]1[CH:17]=[CH:16][C:15]([C:18]2[NH:22][C:21](=[O:23])[O:20][N:19]=2)=[C:14]([O:24][CH3:25])[CH:13]=1.C(N(CC)CC)C.[CH3:43][S:44](O[S:44]([CH3:43])(=[O:46])=[O:45])(=[O:46])=[O:45].[Cl-].[NH4+], predict the reaction product. The product is: [CH3:25][O:24][C:14]1[CH:13]=[C:12]([CH:17]=[CH:16][C:15]=1[C:18]1[NH:22][C:21](=[O:23])[O:20][N:19]=1)[O:11][CH2:10][C:9]1[S:8][C:7]([C:26]2[CH:27]=[CH:28][C:29]([C:32]([F:33])([F:34])[F:35])=[CH:30][CH:31]=2)=[N:6][C:5]=1[CH2:4][CH2:3][CH2:2][O:1][S:44]([CH3:43])(=[O:46])=[O:45]. (4) Given the reactants [CH3:1][CH:2]([NH2:5])[CH2:3][OH:4].[OH:6][CH2:7][C:8](=O)[CH3:9], predict the reaction product. The product is: [OH:4][CH2:3][CH:2]([NH:5][CH:8]([CH3:9])[CH2:7][OH:6])[CH3:1]. (5) Given the reactants [N:1]1([C:8]2[NH:12][C:11]3[CH:13]=[CH:14][CH:15]=[CH:16][C:10]=3[N:9]=2)[CH2:7][CH2:6][CH2:5][NH:4][CH2:3][CH2:2]1.C(N(CC)C(C)C)(C)C.[O:26]=[S:27]1(=[O:36])[CH2:32][CH2:31][N:30]([C:33](Cl)=[O:34])[CH2:29][CH2:28]1, predict the reaction product. The product is: [NH:12]1[C:11]2[CH:13]=[CH:14][CH:15]=[CH:16][C:10]=2[N:9]=[C:8]1[N:1]1[CH2:7][CH2:6][CH2:5][N:4]([C:33]([N:30]2[CH2:31][CH2:32][S:27](=[O:36])(=[O:26])[CH2:28][CH2:29]2)=[O:34])[CH2:3][CH2:2]1. (6) Given the reactants [OH:1]S(O)(=O)=O.[C:6]([O:10][C:11](=[O:27])[N:12]([CH2:16][C:17]1[CH:22]=[C:21]([CH2:23][CH2:24][OH:25])[CH:20]=[CH:19][C:18]=1[Cl:26])[CH:13]1[CH2:15][CH2:14]1)([CH3:9])([CH3:8])[CH3:7], predict the reaction product. The product is: [C:6]([O:10][C:11]([N:12]([CH2:16][C:17]1[CH:22]=[C:21]([CH2:23][C:24]([OH:1])=[O:25])[CH:20]=[CH:19][C:18]=1[Cl:26])[CH:13]1[CH2:14][CH2:15]1)=[O:27])([CH3:9])([CH3:7])[CH3:8]. (7) Given the reactants [F:1][CH2:2][C@@:3]1([C:50]([OH:52])=[O:51])[CH2:8][CH2:7][C:6]([C:9]2[C:10]([CH3:49])([CH3:48])[C@H:11]3[C@:24]([CH3:27])([CH2:25][CH:26]=2)[C@@H:23]2[C@:14]([CH3:47])([C@@:15]4([CH3:46])[C@H:20]([CH2:21][CH2:22]2)[C@H:19]2[C@H:28]([C:31]([CH3:33])=[CH2:32])[CH2:29][CH2:30][C@:18]2([NH:34][CH2:35][C:36](N2CCC(O)(C)CC2)=[O:37])[CH2:17][CH2:16]4)[CH2:13][CH2:12]3)=[CH:5][CH2:4]1.Br.[C@H:54]12[CH2:60][C@H:57]([NH:58][CH2:59]1)[CH2:56][S:55]2(=[O:62])=[O:61].C(O)(C(F)(F)F)=O, predict the reaction product. The product is: [O:61]=[S:55]1(=[O:62])[CH2:56][C@@H:57]2[CH2:60][C@H:54]1[CH2:59][N:58]2[C:36](=[O:37])[CH2:35][NH:34][C@:18]12[CH2:30][CH2:29][C@@H:28]([C:31]([CH3:33])=[CH2:32])[C@@H:19]1[C@@H:20]1[C@@:15]([CH3:46])([CH2:16][CH2:17]2)[C@@:14]2([CH3:47])[C@@H:23]([C@:24]3([CH3:27])[C@@H:11]([CH2:12][CH2:13]2)[C:10]([CH3:49])([CH3:48])[C:9]([C:6]2[CH2:7][CH2:8][C@@:3]([CH2:2][F:1])([C:50]([OH:52])=[O:51])[CH2:4][CH:5]=2)=[CH:26][CH2:25]3)[CH2:22][CH2:21]1. (8) Given the reactants C(=O)([O-])[O-].[Cs+].[Cs+].[I:7][C:8]1[CH:9]=[N:10][NH:11][CH:12]=1.Br[CH2:14][CH2:15][O:16][CH:17]1[CH2:22][CH2:21][CH2:20][CH2:19][O:18]1, predict the reaction product. The product is: [I:7][C:8]1[CH:9]=[N:10][N:11]([CH2:14][CH2:15][O:16][CH:17]2[CH2:22][CH2:21][CH2:20][CH2:19][O:18]2)[CH:12]=1. (9) Given the reactants [C:1](=[O:4])([O-])[O-].[K+].[K+].Cl.[C:8]([C:10]1[C:11](O)=[C:12]([C:16]2[N:26]=[CH:25][CH:24]=[CH:23][C:17]=2[C:18]([O:20][CH2:21][CH3:22])=[O:19])[CH:13]=[CH:14][CH:15]=1)#[N:9].[CH2:28](I)[CH:29](C)[CH3:30], predict the reaction product. The product is: [C:8]([C:10]1[CH:11]=[C:12]([C:16]2[N:26]=[CH:25][CH:24]=[CH:23][C:17]=2[C:18]([O:20][CH2:21][CH3:22])=[O:19])[CH:13]=[CH:14][C:15]=1[O:4][CH2:1][CH:29]([CH3:30])[CH3:28])#[N:9]. (10) Given the reactants [CH2:1]([O:8][C:9]([N:11]1[CH:15]([C:16](=[O:35])[NH:17][C:18]2[S:19][CH:20]=[C:21]([C:23]3[CH:28]=[CH:27][C:26]([C:29](=[O:34])[NH:30][CH:31]4[CH2:33][CH2:32]4)=[CH:25][CH:24]=3)[N:22]=2)[CH2:14][S:13][CH:12]1[CH2:36][CH2:37][CH2:38][CH2:39][C:40]([OH:42])=O)=[O:10])[C:2]1[CH:7]=[CH:6][CH:5]=[CH:4][CH:3]=1.C[CH2:44][N:45](C(C)C)[CH:46](C)C.CN(C(ON1N=NC2C=CC=NC1=2)=[N+](C)C)C.F[P-](F)(F)(F)(F)F.CNC, predict the reaction product. The product is: [CH2:1]([O:8][C:9]([N:11]1[CH:15]([C:16](=[O:35])[NH:17][C:18]2[S:19][CH:20]=[C:21]([C:23]3[CH:24]=[CH:25][C:26]([C:29](=[O:34])[NH:30][CH:31]4[CH2:32][CH2:33]4)=[CH:27][CH:28]=3)[N:22]=2)[CH2:14][S:13][CH:12]1[CH2:36][CH2:37][CH2:38][CH2:39][C:40](=[O:42])[N:45]([CH3:46])[CH3:44])=[O:10])[C:2]1[CH:3]=[CH:4][CH:5]=[CH:6][CH:7]=1.